The task is: Predict the product of the given reaction.. This data is from Forward reaction prediction with 1.9M reactions from USPTO patents (1976-2016). (1) Given the reactants Br[CH:2]1[C:8](=[O:9])[CH2:7][CH2:6][CH2:5][CH2:4][C:3]1=O.[NH2:11][C:12]([NH2:14])=[S:13], predict the reaction product. The product is: [NH2:14][C:12]1[S:13][C:2]2[C:8](=[O:9])[CH2:7][CH2:6][CH2:5][CH2:4][C:3]=2[N:11]=1. (2) Given the reactants [I:1][C:2]1[CH:3]=[C:4]([CH:30]=[CH:31][CH:32]=1)[CH2:5][N:6]1[C:14](=[O:15])[NH:13][C:12]2[C:7]1=[N:8][C:9]([NH:16][CH2:17][C@@H:18]1[CH2:22][CH2:21][N:20](C(OC(C)(C)C)=O)[CH2:19]1)=[N:10][CH:11]=2, predict the reaction product. The product is: [I:1][C:2]1[CH:3]=[C:4]([CH:30]=[CH:31][CH:32]=1)[CH2:5][N:6]1[C:14](=[O:15])[NH:13][C:12]2[C:7]1=[N:8][C:9]([NH:16][CH2:17][C@@H:18]1[CH2:22][CH2:21][NH:20][CH2:19]1)=[N:10][CH:11]=2.